This data is from Cav3 T-type calcium channel HTS with 100,875 compounds. The task is: Binary Classification. Given a drug SMILES string, predict its activity (active/inactive) in a high-throughput screening assay against a specified biological target. (1) The drug is O=C(Nc1cc(OC)ccc1)C(NC1CCCC1)c1ccccc1. The result is 0 (inactive). (2) The drug is S(Cc1ccc(cc1)C(=O)Nc1cc([N+]([O-])=O)ccc1)c1ccc(cc1)C. The result is 0 (inactive). (3) The drug is Clc1cc(CN2CCOCC2)c(OC(=O)c2ccc(F)cc2)c2ncccc12. The result is 0 (inactive). (4) The molecule is S(CCC(=O)Nc1cc(ccc1)C)c1nc(cc(n1)C)C. The result is 0 (inactive). (5) The result is 0 (inactive). The molecule is O=C(Nc1cc(O)ccc1)c1c2n(nc1)cccn2.